Dataset: Full USPTO retrosynthesis dataset with 1.9M reactions from patents (1976-2016). Task: Predict the reactants needed to synthesize the given product. (1) The reactants are: [O:1]1[CH2:6][CH2:5][O:4][C:3]2[CH:7]=[C:8]([OH:11])[CH:9]=[CH:10][C:2]1=2.C([O-])([O-])=O.[Cs+].[Cs+].Cl[C:19]1[N:24]=[CH:23][N:22]=[C:21]([NH:25][C:26]2[CH:31]=[CH:30][CH:29]=[C:28]([NH2:32])[N:27]=2)[CH:20]=1.O. Given the product [O:1]1[CH2:6][CH2:5][O:4][C:3]2[CH:7]=[C:8]([O:11][C:19]3[N:24]=[CH:23][N:22]=[C:21]([NH:25][C:26]4[CH:31]=[CH:30][CH:29]=[C:28]([NH2:32])[N:27]=4)[CH:20]=3)[CH:9]=[CH:10][C:2]1=2, predict the reactants needed to synthesize it. (2) Given the product [CH:1]1([CH2:4][N:5]2[CH2:23][CH2:22][C@:12]34[C:13]5[C:14]6[O:21][C@H:11]3[C:10](=[O:24])[CH2:9][CH2:8][C@@:7]4([OH:25])[C@H:6]2[CH2:19][C:18]=5[CH:17]=[CH:16][C:15]=6[O:20][CH2:29][C:30]2[CH:35]=[CH:34][CH:33]=[CH:32][CH:31]=2)[CH2:2][CH2:3]1, predict the reactants needed to synthesize it. The reactants are: [CH:1]1([CH2:4][N+:5]2([O-])[CH2:23][CH2:22][C@:12]34[C:13]5[C:14]6[O:21][C@H:11]3[C:10](=[O:24])[CH2:9][CH2:8][C@@:7]4([O:25]CC)[C@H:6]2[CH2:19][C:18]=5[CH:17]=[CH:16][C:15]=6[OH:20])[CH2:3][CH2:2]1.[CH2:29](Br)[C:30]1[CH:35]=[CH:34][CH:33]=[CH:32][CH:31]=1.C([O-])([O-])=O.[K+].[K+]. (3) Given the product [NH2:32][C:28]1[N:29]=[CH:30][N:31]=[C:26]([C:11]2[CH:10]=[C:9]([C:22]#[N:23])[N:8]([C:6]3[CH:7]=[C:2]([Cl:1])[CH:3]=[CH:4][C:5]=3[CH3:24])[CH:12]=2)[CH:27]=1, predict the reactants needed to synthesize it. The reactants are: [Cl:1][C:2]1[CH:3]=[CH:4][C:5]([CH3:24])=[C:6]([N:8]2[CH:12]=[C:11](B3OC(C)(C)C(C)(C)O3)[CH:10]=[C:9]2[C:22]#[N:23])[CH:7]=1.I[C:26]1[N:31]=[CH:30][N:29]=[C:28]([NH2:32])[CH:27]=1.C([O-])([O-])=O.[Na+].[Na+].